This data is from Forward reaction prediction with 1.9M reactions from USPTO patents (1976-2016). The task is: Predict the product of the given reaction. (1) Given the reactants [C:1]1([N:7]([C:17]2[CH:22]=[CH:21][CH:20]=[CH:19][CH:18]=2)[C:8]2[CH:13]=[CH:12][C:11](B(O)O)=[CH:10][CH:9]=2)[CH:6]=[CH:5][CH:4]=[CH:3][CH:2]=1.[Br:23][C:24]1[CH:29]=[CH:28][C:27](Br)=[CH:26][C:25]=1[CH3:31].C([O-])([O-])=O.[K+].[K+], predict the reaction product. The product is: [Br:23][C:24]1[CH:29]=[CH:28][C:27]([C:11]2[CH:12]=[CH:13][C:8]([N:7]([C:1]3[CH:6]=[CH:5][CH:4]=[CH:3][CH:2]=3)[C:17]3[CH:22]=[CH:21][CH:20]=[CH:19][CH:18]=3)=[CH:9][CH:10]=2)=[CH:26][C:25]=1[CH3:31]. (2) The product is: [CH3:2][C:3]1([CH3:26])[CH2:12][CH2:11][C:10]([CH3:13])([CH3:14])[C:9]2[CH:8]=[C:7]([C:15]3[N:16]=[C:17]([CH:20]4[CH2:25][CH2:24][CH2:23][N:22]([CH2:35][CH2:34][CH2:33][CH2:32][CH2:31][OH:30])[CH2:21]4)[S:18][CH:19]=3)[CH:6]=[CH:5][C:4]1=2. Given the reactants Br.[CH3:2][C:3]1([CH3:26])[CH2:12][CH2:11][C:10]([CH3:14])([CH3:13])[C:9]2[CH:8]=[C:7]([C:15]3[N:16]=[C:17]([CH:20]4[CH2:25][CH2:24][CH2:23][NH:22][CH2:21]4)[S:18][CH:19]=3)[CH:6]=[CH:5][C:4]1=2.C([O:30][CH2:31][CH2:32][CH2:33][CH2:34][CH2:35]Cl)(=O)C.[OH-].[Na+], predict the reaction product. (3) Given the reactants [F:1][CH:2]([F:33])[CH2:3][N:4]1[CH:8]=[C:7]([NH:9][C:10]([C:12]2[N:13]=[C:14]([C:25]3[C:30]([F:31])=[CH:29][CH:28]=[CH:27][C:26]=3[F:32])[S:15][C:16]=2[NH:17]C(=O)OC(C)(C)C)=[O:11])[CH:6]=[N:5]1.Cl, predict the reaction product. The product is: [NH2:17][C:16]1[S:15][C:14]([C:25]2[C:30]([F:31])=[CH:29][CH:28]=[CH:27][C:26]=2[F:32])=[N:13][C:12]=1[C:10]([NH:9][C:7]1[CH:6]=[N:5][N:4]([CH2:3][CH:2]([F:1])[F:33])[CH:8]=1)=[O:11]. (4) Given the reactants [F:1][C:2]([F:22])([F:21])[C:3]1[CH:8]=[CH:7][C:6]([C:9]2[CH:10]=[CH:11][C:12]3[N:13]([C:15]([C:18]([OH:20])=O)=[CH:16][N:17]=3)[CH:14]=2)=[CH:5][CH:4]=1.[NH2:23][C:24]1[CH:33]=[CH:32][C:27]([C:28]([NH:30]O)=[NH:29])=[CH:26][N:25]=1, predict the reaction product. The product is: [F:22][C:2]([F:21])([F:1])[C:3]1[CH:4]=[CH:5][C:6]([C:9]2[CH:10]=[CH:11][C:12]3[N:13]([C:15]([C:18]4[O:20][N:30]=[C:28]([C:27]5[CH:32]=[CH:33][C:24]([NH2:23])=[N:25][CH:26]=5)[N:29]=4)=[CH:16][N:17]=3)[CH:14]=2)=[CH:7][CH:8]=1. (5) Given the reactants [NH2:1][C:2]1[N:6]=[CH:5][NH:4][N:3]=1.[C:7]([N+:11]#[C-:12])([CH3:10])([CH3:9])[CH3:8].[F:13][C:14]1[CH:21]=[CH:20][CH:19]=[CH:18][C:15]=1[CH:16]=O, predict the reaction product. The product is: [C:7]([NH:11][C:12]1[N:3]2[NH:4][CH:5]=[N:6][C:2]2=[N:1][C:16]=1[C:15]1[CH:18]=[CH:19][CH:20]=[CH:21][C:14]=1[F:13])([CH3:10])([CH3:9])[CH3:8]. (6) The product is: [CH3:13][C:14]1([CH3:25])[CH:15]2[CH2:16][CH2:17][C:18]1([C:22]([NH:2][NH:1][C:3]1[CH:12]=[CH:11][CH:10]=[C:9]3[C:4]=1[CH:5]=[CH:6][CH:7]=[N:8]3)=[O:23])[C:19](=[O:20])[CH2:21]2. Given the reactants [NH:1]([C:3]1[CH:12]=[CH:11][CH:10]=[C:9]2[C:4]=1[CH:5]=[CH:6][CH:7]=[N:8]2)[NH2:2].[CH3:13][C:14]1([CH3:25])[C:18]2([C:22](O)=[O:23])[C:19]([CH2:21][CH:15]1[CH2:16][CH2:17]2)=[O:20], predict the reaction product. (7) Given the reactants [C:1]([O:5][C:6](=[O:20])[NH:7][C@@H:8]1[C:14](=[O:15])[NH:13][C:12]2[CH:16]=[CH:17][CH:18]=[CH:19][C:11]=2[NH:10][CH2:9]1)([CH3:4])([CH3:3])[CH3:2].[C:21]([C:24]1[CH:32]=[CH:31][C:27]([C:28](O)=[O:29])=[CH:26][CH:25]=1)(=[O:23])[CH3:22].O=P(Cl)(Cl)Cl.O, predict the reaction product. The product is: [C:21]([C:24]1[CH:32]=[CH:31][C:27]([C:28]([N:10]2[CH2:9][C@H:8]([NH:7][C:6](=[O:20])[O:5][C:1]([CH3:4])([CH3:2])[CH3:3])[C:14](=[O:15])[NH:13][C:12]3[CH:16]=[CH:17][CH:18]=[CH:19][C:11]2=3)=[O:29])=[CH:26][CH:25]=1)(=[O:23])[CH3:22].